Dataset: Drug-target binding data from BindingDB using IC50 measurements. Task: Regression. Given a target protein amino acid sequence and a drug SMILES string, predict the binding affinity score between them. We predict pIC50 (pIC50 = -log10(IC50 in M); higher means more potent). Dataset: bindingdb_ic50. (1) The compound is COc1ccc(/N=C2\NC(=O)/C(=C\c3cc(C)n(-c4cc(C(=O)O)cc(C(=O)O)c4)c3C)S2)cc1. The target protein (P11880) has sequence MISVTLSQLTDILNGELQGADITLDAVTTDTRKLTPGCLFVALKGERFDAHDFADQAKAGGAGALLVSRPLDIDLPQLIVKDTRLAFGELAAWVRQQVPARVVALTGSSGKTSVKEMTAAILSQCGNTLYTAGNLNNDIGVPMTLLRLTPEYDYAVIELGANHQGEIAWTVSLTRPEAALVNNLAAAHLEGFGSLAGVAKAKGEIFSGLPENGIAIMNADNNDWLNWQSVIGSRKVWRFSPNAANSDFTATNIHVTSHGTEFTLQTPTGSVDVLLPLPGRHNIANALAAAALSMSVGATLDAIKAGLANLKAVPGRLFPIQLAENQLLLDDSYNANVGSMTAAVQVLAEMPGYRVLVVGDMAELGAESEACHVQVGEAAKAAGIDRVLSVGKQSHAISTASGVGEHFADKTALITRLKLLIAEQQVITILVKGSRSAAMEEVVRALQENGTC. The pIC50 is 3.5. (2) The compound is COc1ccc(C(=O)ONC(=O)CNC(=O)C(Cc2ccccc2)NC(=O)OCc2ccccc2)cc1. The target protein (Q9R1T3) has sequence MASSGSVQQLRLVLLMLLLAGAARASLYFRPGQTCYRPLHRDHLALLGRRTYPRPHEYLSPADLPKNWDWRNVNGVNYASVTRNQHIPQYCGSCWAHGSTSALADRINIKRKGAWPSTLLSVQNVIDCGNAGSCEGGNDLPVWEYAHKHGIPDETCNNYQAKDQECDKFNQCGTCTEFKECHTIQNYTLWRVGDYGSLSGREKMMAEIYANGPISCGIMATERMSNYTGGIYTEYQNQAIINHIISVAGWGVSNDGIEYWIVRNSWGEPWGERGWMRIVTSTYKGGTGSSYNLAIEEACTFGDPIV. The pIC50 is 5.8.